Dataset: Forward reaction prediction with 1.9M reactions from USPTO patents (1976-2016). Task: Predict the product of the given reaction. (1) Given the reactants Br[C:2]1[CH:7]=[CH:6][CH:5]=[CH:4][N:3]=1.C([Li])CCC.CON(C)[C:16]([C:18]1[N:19]=[CH:20][N:21]([C:23]2[CH:24]=[C:25]([C:29]3[CH:34]=[CH:33][CH:32]=[CH:31][CH:30]=3)[CH:26]=[CH:27][CH:28]=2)[CH:22]=1)=[O:17].[Cl-].[NH4+], predict the reaction product. The product is: [C:25]1([C:29]2[CH:30]=[CH:31][CH:32]=[CH:33][CH:34]=2)[CH:26]=[CH:27][CH:28]=[C:23]([N:21]2[CH:22]=[C:18]([C:16]([C:2]3[CH:7]=[CH:6][CH:5]=[CH:4][N:3]=3)=[O:17])[N:19]=[CH:20]2)[CH:24]=1. (2) Given the reactants [NH:1]1[CH2:9][CH2:8][CH:4]([C:5]([OH:7])=[O:6])[CH2:3][CH2:2]1.[CH2:10]([O:17][C:18](Cl)=[O:19])[C:11]1[CH:16]=[CH:15][CH:14]=[CH:13][CH:12]=1, predict the reaction product. The product is: [CH2:10]([O:17][C:18]([N:1]1[CH2:9][CH2:8][CH:4]([C:5]([OH:7])=[O:6])[CH2:3][CH2:2]1)=[O:19])[C:11]1[CH:16]=[CH:15][CH:14]=[CH:13][CH:12]=1. (3) Given the reactants [F:1][C:2]([F:27])([F:26])[C:3]1[CH:8]=[CH:7][C:6]([C:9]2[C:13]3[CH:14]=[CH:15][C:16]([C:18]#[C:19][CH2:20]OS(C)(=O)=O)=[CH:17][C:12]=3[S:11][N:10]=2)=[CH:5][CH:4]=1.[CH3:28][NH:29][CH2:30][CH2:31][OH:32], predict the reaction product. The product is: [CH3:28][N:29]([CH2:20][C:19]#[C:18][C:16]1[CH:15]=[CH:14][C:13]2[C:9]([C:6]3[CH:5]=[CH:4][C:3]([C:2]([F:27])([F:1])[F:26])=[CH:8][CH:7]=3)=[N:10][S:11][C:12]=2[CH:17]=1)[CH2:30][CH2:31][OH:32]. (4) Given the reactants [NH2:1][C:2]1[CH:3]=[C:4]([CH2:10][OH:11])[CH:5]=[C:6]([O:8][CH3:9])[CH:7]=1.C(N(CC)CC)C.[C:19](OC(=O)C)(=[O:21])[CH3:20], predict the reaction product. The product is: [C:19]([O:11][CH2:10][C:4]1[CH:5]=[C:6]([O:8][CH3:9])[CH:7]=[C:2]([NH2:1])[CH:3]=1)(=[O:21])[CH3:20]. (5) Given the reactants [N:1]1[CH:6]=[C:5]([C:7]2[CH:8]=[C:9]([C@:13]34[CH2:21][CH2:20][CH2:19][C@H:18]3[CH2:17][S:16][C:15]([NH2:22])=[N:14]4)[CH:10]=[CH:11][CH:12]=2)[CH:4]=[N:3][CH:2]=1.[ClH:23], predict the reaction product. The product is: [ClH:23].[ClH:23].[N:1]1[CH:6]=[C:5]([C:7]2[CH:8]=[C:9]([C@:13]34[CH2:21][CH2:20][CH2:19][C@H:18]3[CH2:17][S:16][C:15]([NH2:22])=[N:14]4)[CH:10]=[CH:11][CH:12]=2)[CH:4]=[N:3][CH:2]=1. (6) The product is: [CH:1]([C:6]1([OH:16])[C:15]2[C:10](=[CH:11][CH:12]=[CH:13][CH:14]=2)[CH2:9][CH2:8][CH2:7]1)([CH3:3])[CH3:2]. Given the reactants [CH:1]([Mg]Cl)([CH3:3])[CH3:2].[C:6]1(=[O:16])[C:15]2[C:10](=[CH:11][CH:12]=[CH:13][CH:14]=2)[CH2:9][CH2:8][CH2:7]1, predict the reaction product.